This data is from Reaction yield outcomes from USPTO patents with 853,638 reactions. The task is: Predict the reaction yield, written as a fraction of the theoretical maximum amount of product (1.0 means a 100% yield; for example, 0.34 means a 34% yield). (1) The reactants are [NH4+].[Cl-].[N+:3]([C:6]1[CH:23]=[CH:22][C:9]2[CH2:10][CH2:11][N:12]([C:15]([O:17][C:18]([CH3:21])([CH3:20])[CH3:19])=[O:16])[CH2:13][CH2:14][C:8]=2[CH:7]=1)([O-])=O. The catalyst is CCO.O.[Fe]. The product is [NH2:3][C:6]1[CH:23]=[CH:22][C:9]2[CH2:10][CH2:11][N:12]([C:15]([O:17][C:18]([CH3:19])([CH3:21])[CH3:20])=[O:16])[CH2:13][CH2:14][C:8]=2[CH:7]=1. The yield is 0.960. (2) The reactants are ClC1C=C(C=CC=1)C(OO)=O.S1[CH2:17][CH:16]=[C:15]([C:18]2[CH:19]=[CH:20][C:21]([N+:31]([O-:33])=[O:32])=[C:22]([N:24]3[CH2:29][CH2:28][CH:27]([CH3:30])[CH2:26][CH2:25]3)[CH:23]=2)[CH2:14][CH2:13]1.[O-:34][S:35]([O-:37])=O.[Na+].[Na+].CCOC(C)=O. The catalyst is C(Cl)Cl.O. The product is [O:34]=[S:35]1(=[O:37])[CH2:13][CH:14]=[C:15]([C:18]2[CH:19]=[CH:20][C:21]([N+:31]([O-:33])=[O:32])=[C:22]([N:24]3[CH2:29][CH2:28][CH:27]([CH3:30])[CH2:26][CH2:25]3)[CH:23]=2)[CH2:16][CH2:17]1. The yield is 0.640. (3) The reactants are [I:1][C:2]1[N:6]([CH3:7])[N:5]=[CH:4][CH:3]=1.P(Cl)(Cl)(Cl)=O.CN(C)[CH:15]=[O:16]. No catalyst specified. The product is [I:1][C:2]1[N:6]([CH3:7])[N:5]=[CH:4][C:3]=1[CH:15]=[O:16]. The yield is 0.390. (4) The reactants are [CH3:1][S:2][C:3]1[CH:4]=[CH:5][C:6]([N+:9]([O-:11])=[O:10])=[N:7][CH:8]=1.OO.[OH2:14].C(O)(=[O:17])C. No catalyst specified. The product is [CH3:1][S:2]([C:3]1[CH:4]=[CH:5][C:6]([N+:9]([O-:11])=[O:10])=[N:7][CH:8]=1)(=[O:17])=[O:14]. The yield is 0.860. (5) The reactants are [CH:1]1[C:6]([NH2:7])=[CH:5][C:4]([NH2:8])=[C:3]([OH:9])[CH:2]=1.Cl.Cl.[C:12]([C:16]1[CH:24]=[CH:23][C:19]([C:20](O)=O)=[CH:18][CH:17]=1)([CH3:15])([CH3:14])[CH3:13].[OH-].[Na+]. No catalyst specified. The product is [C:12]([C:16]1[CH:17]=[CH:18][C:19]([C:20]2[O:9][C:3]3[CH:2]=[CH:1][C:6]([NH2:7])=[CH:5][C:4]=3[N:8]=2)=[CH:23][CH:24]=1)([CH3:15])([CH3:14])[CH3:13]. The yield is 0.940. (6) The reactants are [CH3:1][N:2]1[CH:6]=[C:5]([C:7](O)=[O:8])[C:4]([C:10]([F:13])([F:12])[F:11])=[N:3]1.O1CCCC1.S(Cl)(Cl)=O.[NH2:23][C:24]1[CH:25]=[C:26]([CH:43]=[CH:44][C:45]=1[F:46])[O:27][C:28]1[CH:29]=[CH:30][C:31]2[N:32]([N:34]=[C:35]([NH:37][C:38]([CH:40]3[CH2:42][CH2:41]3)=[O:39])[N:36]=2)[CH:33]=1. The catalyst is CN(C)C=O.CN(C)C(=O)C. The product is [CH:40]1([C:38]([NH:37][C:35]2[N:36]=[C:31]3[CH:30]=[CH:29][C:28]([O:27][C:26]4[CH:43]=[CH:44][C:45]([F:46])=[C:24]([NH:23][C:7]([C:5]5[C:4]([C:10]([F:13])([F:12])[F:11])=[N:3][N:2]([CH3:1])[CH:6]=5)=[O:8])[CH:25]=4)=[CH:33][N:32]3[N:34]=2)=[O:39])[CH2:41][CH2:42]1. The yield is 0.720.